This data is from NCI-60 drug combinations with 297,098 pairs across 59 cell lines. The task is: Regression. Given two drug SMILES strings and cell line genomic features, predict the synergy score measuring deviation from expected non-interaction effect. (1) Drug 1: CC1=C2C(C(=O)C3(C(CC4C(C3C(C(C2(C)C)(CC1OC(=O)C(C(C5=CC=CC=C5)NC(=O)OC(C)(C)C)O)O)OC(=O)C6=CC=CC=C6)(CO4)OC(=O)C)OC)C)OC. Drug 2: CC1=CC2C(CCC3(C2CCC3(C(=O)C)OC(=O)C)C)C4(C1=CC(=O)CC4)C. Cell line: MDA-MB-435. Synergy scores: CSS=84.9, Synergy_ZIP=16.4, Synergy_Bliss=14.6, Synergy_Loewe=-14.6, Synergy_HSA=12.6. (2) Drug 1: CC12CCC3C(C1CCC2O)C(CC4=C3C=CC(=C4)O)CCCCCCCCCS(=O)CCCC(C(F)(F)F)(F)F. Drug 2: CC(C)NC(=O)C1=CC=C(C=C1)CNNC.Cl. Cell line: NCI-H522. Synergy scores: CSS=0.0235, Synergy_ZIP=-0.944, Synergy_Bliss=-2.21, Synergy_Loewe=-1.58, Synergy_HSA=-1.44. (3) Drug 1: CC12CCC(CC1=CCC3C2CCC4(C3CC=C4C5=CN=CC=C5)C)O. Drug 2: C1=CC(=C2C(=C1NCCNCCO)C(=O)C3=C(C=CC(=C3C2=O)O)O)NCCNCCO. Cell line: OVCAR-4. Synergy scores: CSS=33.3, Synergy_ZIP=-3.73, Synergy_Bliss=1.93, Synergy_Loewe=-11.8, Synergy_HSA=5.45. (4) Drug 1: CCC1(CC2CC(C3=C(CCN(C2)C1)C4=CC=CC=C4N3)(C5=C(C=C6C(=C5)C78CCN9C7C(C=CC9)(C(C(C8N6C=O)(C(=O)OC)O)OC(=O)C)CC)OC)C(=O)OC)O.OS(=O)(=O)O. Drug 2: CN(C(=O)NC(C=O)C(C(C(CO)O)O)O)N=O. Cell line: HCT116. Synergy scores: CSS=7.31, Synergy_ZIP=-3.85, Synergy_Bliss=-3.48, Synergy_Loewe=-10.7, Synergy_HSA=-4.17. (5) Drug 1: CC(C)NC(=O)C1=CC=C(C=C1)CNNC.Cl. Drug 2: CC1C(C(CC(O1)OC2CC(CC3=C2C(=C4C(=C3O)C(=O)C5=C(C4=O)C(=CC=C5)OC)O)(C(=O)CO)O)N)O.Cl. Cell line: CAKI-1. Synergy scores: CSS=34.6, Synergy_ZIP=1.28, Synergy_Bliss=0.753, Synergy_Loewe=-12.2, Synergy_HSA=1.83.